Predict the reactants needed to synthesize the given product. From a dataset of Full USPTO retrosynthesis dataset with 1.9M reactions from patents (1976-2016). (1) The reactants are: Br[C:2]1[CH:3]=[N:4][C:5]2[C:10]([CH:11]=1)=[CH:9][CH:8]=[CH:7][C:6]=2[N+:12]([O-:14])=[O:13].[N:15]12[CH2:23][CH2:22][CH:19]([CH2:20][CH2:21]1)[NH:18][CH2:17][CH2:16]2.C(=O)([O-])[O-].[Cs+].[Cs+].C1(P(C2C=CC=CC=2)C2C=CC3C(=CC=CC=3)C=2C2C3C(=CC=CC=3)C=CC=2P(C2C=CC=CC=2)C2C=CC=CC=2)C=CC=CC=1. Given the product [N+:12]([C:6]1[CH:7]=[CH:8][CH:9]=[C:10]2[C:5]=1[N:4]=[CH:3][C:2]([N:18]1[CH:19]3[CH2:22][CH2:23][N:15]([CH2:21][CH2:20]3)[CH2:16][CH2:17]1)=[CH:11]2)([O-:14])=[O:13], predict the reactants needed to synthesize it. (2) The reactants are: Cl.[Cl:2][C:3]1[CH:8]=[CH:7][C:6]([N:9]2[CH2:14][CH2:13][CH2:12][C@@H:11]([C:15]([OH:17])=O)[CH2:10]2)=[CH:5][C:4]=1[C:18]1[NH:22][C:21]2[CH:23]=[CH:24][C:25]([F:27])=[CH:26][C:20]=2[N:19]=1.CN(C(ON1N=NC2C=CC=NC1=2)=[N+](C)C)C.F[P-](F)(F)(F)(F)F.[O:52]1[CH2:57][CH2:56][N:55]([CH2:58][CH2:59][NH2:60])[CH2:54][CH2:53]1. Given the product [N:55]1([CH2:58][CH2:59][NH:60][C:15]([C@@H:11]2[CH2:12][CH2:13][CH2:14][N:9]([C:6]3[CH:7]=[CH:8][C:3]([Cl:2])=[C:4]([C:18]4[NH:22][C:21]5[CH:23]=[CH:24][C:25]([F:27])=[CH:26][C:20]=5[N:19]=4)[CH:5]=3)[CH2:10]2)=[O:17])[CH2:56][CH2:57][O:52][CH2:53][CH2:54]1, predict the reactants needed to synthesize it.